This data is from Forward reaction prediction with 1.9M reactions from USPTO patents (1976-2016). The task is: Predict the product of the given reaction. The product is: [ClH:21].[ClH:21].[Cl:21][C:17]1[N:16]=[C:15]([NH:14][CH:11]2[CH2:12][CH2:13][NH:8][CH2:9][CH2:10]2)[CH:20]=[CH:19][N:18]=1. Given the reactants C(OC([N:8]1[CH2:13][CH2:12][CH:11]([NH:14][C:15]2[CH:20]=[CH:19][N:18]=[C:17]([Cl:21])[N:16]=2)[CH2:10][CH2:9]1)=O)(C)(C)C, predict the reaction product.